Dataset: Forward reaction prediction with 1.9M reactions from USPTO patents (1976-2016). Task: Predict the product of the given reaction. (1) Given the reactants [CH2:1]([O:8][CH2:9][CH:10](Br)[C:11]([C:13]1[C:22]2[C:17](=[CH:18][CH:19]=[CH:20][CH:21]=2)[CH:16]=[CH:15][CH:14]=1)=O)C1C=CC=CC=1.[NH:24]1[CH2:28][CH2:27][NH:26][C:25]1=[S:29].CO, predict the reaction product. The product is: [CH3:1][O:8][CH2:9][C:10]1[S:29][C:25]2=[N:24][CH2:28][CH2:27][N:26]2[C:11]=1[C:13]1[C:22]2[C:17](=[CH:18][CH:19]=[CH:20][CH:21]=2)[CH:16]=[CH:15][CH:14]=1. (2) Given the reactants [Si](Cl)(C(C)(C)C)(C)[CH3:2].N1C=CN=C1.[CH2:14]([O:21][C:22]1[C:30]([CH2:31][CH:32]([OH:42])[CH2:33][O:34][Si:35]([C:38]([CH3:41])([CH3:40])[CH3:39])([CH3:37])[CH3:36])=[CH:29][CH:28]=[C:27]2[C:23]=1[CH2:24][CH2:25][CH2:26]2)[C:15]1[CH:20]=[CH:19][CH:18]=[CH:17][CH:16]=1, predict the reaction product. The product is: [CH2:14]([O:21][C:22]1[C:23]2[C:27](=[CH:26][CH:2]=[CH:25][CH:24]=2)[CH:28]=[CH:29][C:30]=1[CH2:31][CH:32]([OH:42])[CH2:33][O:34][Si:35]([C:38]([CH3:40])([CH3:39])[CH3:41])([CH3:37])[CH3:36])[C:15]1[CH:20]=[CH:19][CH:18]=[CH:17][CH:16]=1.